Dataset: Peptide-MHC class I binding affinity with 185,985 pairs from IEDB/IMGT. Task: Regression. Given a peptide amino acid sequence and an MHC pseudo amino acid sequence, predict their binding affinity value. This is MHC class I binding data. (1) The peptide sequence is WLKERLPGF. The MHC is HLA-A02:01 with pseudo-sequence HLA-A02:01. The binding affinity (normalized) is 0.0847. (2) The peptide sequence is ATYEIVCSK. The MHC is HLA-A03:01 with pseudo-sequence HLA-A03:01. The binding affinity (normalized) is 0.0847.